This data is from Full USPTO retrosynthesis dataset with 1.9M reactions from patents (1976-2016). The task is: Predict the reactants needed to synthesize the given product. (1) Given the product [CH2:19]([O:23][C:24]1[CH:29]=[CH:28][C:27]([NH:30][C:31]([N:16]2[CH2:17][CH2:18][N:13]([C:3]3[C:2]([Cl:1])=[CH:12][C:6]([C:7]([O:9][CH2:10][CH3:11])=[O:8])=[CH:5][N:4]=3)[CH2:14][CH2:15]2)=[O:32])=[CH:26][CH:25]=1)[CH2:20][CH2:21][CH3:22], predict the reactants needed to synthesize it. The reactants are: [Cl:1][C:2]1[C:3]([N:13]2[CH2:18][CH2:17][NH:16][CH2:15][CH2:14]2)=[N:4][CH:5]=[C:6]([CH:12]=1)[C:7]([O:9][CH2:10][CH3:11])=[O:8].[CH2:19]([O:23][C:24]1[CH:29]=[CH:28][C:27]([N:30]=[C:31]=[O:32])=[CH:26][CH:25]=1)[CH2:20][CH2:21][CH3:22]. (2) Given the product [C:32]([OH:37])(=[O:36])[C:33]([CH3:35])=[CH2:34].[CH:4]1[C:5]2[C:14](=[CH:13][C:12]3[C:7]([CH:6]=2)=[CH:8][CH:9]=[CH:10][CH:11]=3)[CH:1]=[CH:2][CH:3]=1, predict the reactants needed to synthesize it. The reactants are: [CH:1]1[C:14]2[C:5](=[CH:6][C:7]3[C:12]([C:13]=2CO)=[CH:11][CH:10]=[CH:9][CH:8]=3)[CH:4]=[CH:3][CH:2]=1.C1(N=C=NC2CCCCC2)CCCCC1.[C:32]([OH:37])(=[O:36])[C:33]([CH3:35])=[CH2:34].